From a dataset of Forward reaction prediction with 1.9M reactions from USPTO patents (1976-2016). Predict the product of the given reaction. (1) The product is: [C:32]([C:35]1[S:36][CH:37]=[C:38]([C:11]2[C:10]3[O:14][CH2:13][CH:12]([C:15]4[CH:20]=[CH:19][C:18]([CH:21]([CH3:23])[CH3:22])=[CH:17][CH:16]=4)[C:9]=3[C:8]([CH3:29])=[C:7]([NH:6][C:4](=[O:5])[CH2:3][C:2]([CH3:1])([CH3:31])[CH3:30])[C:24]=2[CH3:25])[CH:39]=1)(=[O:34])[CH3:33]. Given the reactants [CH3:1][C:2]([CH3:31])([CH3:30])[CH2:3][C:4]([NH:6][C:7]1[C:8]([CH3:29])=[C:9](B(O)O)[C:10]2[O:14][CH2:13][CH:12]([C:15]3[CH:20]=[CH:19][C:18]([CH:21]([CH3:23])[CH3:22])=[CH:17][CH:16]=3)[C:11]=2[C:24]=1[CH3:25])=[O:5].[C:32]([C:35]1[S:36][CH:37]=[C:38](Br)[CH:39]=1)(=[O:34])[CH3:33], predict the reaction product. (2) The product is: [C:32]([C:35]1[C:36]([NH:49][C:50]2[CH:51]=[CH:52][C:26]([F:31])=[CH:27][CH:55]=2)=[N:37][N:38]([CH:40]([CH:21]2[CH2:22][CH2:23][N:18]([C:19]([O:6][CH2:5][CH2:4][N:2]([CH3:3])[CH3:1])=[O:20])[CH2:57][CH2:56]2)[CH2:41][C:42]#[N:43])[CH:39]=1)(=[O:34])[NH2:33]. Given the reactants [CH3:1][N:2]([CH2:4][CH2:5][OH:6])[CH3:3].[CH2:22]1[C:23](=O)[N:18](OC(O[N:18]2[C:23](=O)[CH2:22][CH2:21][C:19]2=[O:20])=O)[C:19](=[O:20])[CH2:21]1.F[C:26]([F:31])(F)[C:27]([O-])=O.[C:32]([C:35]1[C:36]([NH:49][C:50]2[CH:55]=CC=[CH:52][CH:51]=2)=[N:37][N:38]([C:40]2(CC#N)CC[NH2+:43][CH2:42][CH2:41]2)[CH:39]=1)(=[O:34])[NH2:33].[C:56](#N)[CH3:57], predict the reaction product. (3) Given the reactants [C:1]([O:5][C:6](=[O:31])[C:7]([S:10][C:11]1[CH:16]=[CH:15][C:14]([C:17]2[N:18]([CH2:26][CH2:27][CH2:28][CH2:29][CH3:30])[CH:19]=[C:20]([C:22]([O:24]C)=[O:23])[N:21]=2)=[CH:13][CH:12]=1)([CH3:9])[CH3:8])([CH3:4])([CH3:3])[CH3:2].[OH-].[K+].Cl, predict the reaction product. The product is: [C:1]([O:5][C:6](=[O:31])[C:7]([S:10][C:11]1[CH:16]=[CH:15][C:14]([C:17]2[N:18]([CH2:26][CH2:27][CH2:28][CH2:29][CH3:30])[CH:19]=[C:20]([C:22]([OH:24])=[O:23])[N:21]=2)=[CH:13][CH:12]=1)([CH3:9])[CH3:8])([CH3:4])([CH3:2])[CH3:3].